This data is from Catalyst prediction with 721,799 reactions and 888 catalyst types from USPTO. The task is: Predict which catalyst facilitates the given reaction. Reactant: C(OC([NH:8][C@H:9]([C:14]([NH:16][C@H:17]([C:19]([O:21][CH2:22][CH2:23][O:24][C:25]1[CH:30]=[CH:29][C:28]([C:31]2[C:36]([C:37]#[N:38])=[C:35]([N:39]3[CH2:43][CH2:42][CH2:41][CH2:40]3)[N:34]=[C:33]([S:44][CH2:45][C:46]3[N:47]=[C:48]([C:51]4[CH:56]=[CH:55][C:54]([Cl:57])=[CH:53][CH:52]=4)[S:49][CH:50]=3)[C:32]=2[C:58]#[N:59])=[CH:27][CH:26]=1)=[O:20])[CH3:18])=[O:15])[C@H:10]([CH2:12][CH3:13])[CH3:11])=O)(C)(C)C.Cl. Product: [ClH:57].[NH2:8][C@H:9]([C:14]([NH:16][C@H:17]([C:19]([O:21][CH2:22][CH2:23][O:24][C:25]1[CH:26]=[CH:27][C:28]([C:31]2[C:36]([C:37]#[N:38])=[C:35]([N:39]3[CH2:40][CH2:41][CH2:42][CH2:43]3)[N:34]=[C:33]([S:44][CH2:45][C:46]3[N:47]=[C:48]([C:51]4[CH:56]=[CH:55][C:54]([Cl:57])=[CH:53][CH:52]=4)[S:49][CH:50]=3)[C:32]=2[C:58]#[N:59])=[CH:29][CH:30]=1)=[O:20])[CH3:18])=[O:15])[C@H:10]([CH2:12][CH3:13])[CH3:11]. The catalyst class is: 268.